Dataset: Forward reaction prediction with 1.9M reactions from USPTO patents (1976-2016). Task: Predict the product of the given reaction. (1) Given the reactants [Br:1][C:2]1[C:11]2[O:10][CH2:9][C:8]([C:13]3[CH:14]=[N:15][CH:16]=[CH:17][CH:18]=3)(O)[NH:7][C:6]=2[C:5]([N+:19]([O-])=O)=[C:4]([F:22])[CH:3]=1, predict the reaction product. The product is: [Br:1][C:2]1[CH:3]=[C:4]([F:22])[C:5]([NH2:19])=[C:6]2[C:11]=1[O:10][CH2:9][C:8]([C:13]1[CH:14]=[N:15][CH:16]=[CH:17][CH:18]=1)=[N:7]2. (2) Given the reactants [Cl:1][C:2]1[C:10]2[NH:9][N:8]=[CH:7][C:6]=2[C:5]2[CH2:11][N:12]([CH2:21][C:22]([F:25])([F:24])[F:23])[C:13](=[O:20])[C@H:14]([CH2:16][C:17](O)=[O:18])[CH2:15][C:4]=2[CH:3]=1.[Cl:26][C:27]1[CH:28]=[CH:29][C:30]([C:35]2[CH2:36][CH2:37][NH:38][CH2:39][CH:40]=2)=[C:31]([CH:34]=1)[C:32]#[N:33].CCN(C(C)C)C(C)C.C1CN([P+](ON2N=NC3C=CC=CC2=3)(N2CCCC2)N2CCCC2)CC1.F[P-](F)(F)(F)(F)F, predict the reaction product. The product is: [Cl:26][C:27]1[CH:28]=[CH:29][C:30]([C:35]2[CH2:40][CH2:39][N:38]([C:17](=[O:18])[CH2:16][C@H:14]3[C:13](=[O:20])[N:12]([CH2:21][C:22]([F:23])([F:25])[F:24])[CH2:11][C:5]4[C:6]5[CH:7]=[N:8][NH:9][C:10]=5[C:2]([Cl:1])=[CH:3][C:4]=4[CH2:15]3)[CH2:37][CH:36]=2)=[C:31]([CH:34]=1)[C:32]#[N:33]. (3) Given the reactants [C:1]([NH:5][C:6](=[O:29])[C:7]([NH:25][C:26](=[O:28])[CH3:27])([CH:12]1[CH2:17][CH2:16][CH:15]([C:18]2[CH:23]=[CH:22][C:21]([Cl:24])=[CH:20][CH:19]=2)[CH2:14][CH2:13]1)[CH2:8][CH2:9][CH:10]=[CH2:11])([CH3:4])([CH3:3])[CH3:2].[CH3:30][C:31]1([CH3:38])[C:35]([CH3:37])([CH3:36])[O:34][BH:33][O:32]1.O, predict the reaction product. The product is: [C:26]([NH:25][C:7]([CH:12]1[CH2:17][CH2:16][CH:15]([C:18]2[CH:19]=[CH:20][C:21]([Cl:24])=[CH:22][CH:23]=2)[CH2:14][CH2:13]1)([CH2:8][CH2:9][CH2:10][CH2:11][B:33]1[O:34][C:35]([CH3:37])([CH3:36])[C:31]([CH3:38])([CH3:30])[O:32]1)[C:6]([NH:5][C:1]([CH3:2])([CH3:3])[CH3:4])=[O:29])(=[O:28])[CH3:27].